Regression. Given a peptide amino acid sequence and an MHC pseudo amino acid sequence, predict their binding affinity value. This is MHC class II binding data. From a dataset of Peptide-MHC class II binding affinity with 134,281 pairs from IEDB. (1) The peptide sequence is YDKFLANVSTVFTGK. The MHC is DRB1_0401 with pseudo-sequence DRB1_0401. The binding affinity (normalized) is 0.593. (2) The peptide sequence is AAFNNAIKAGTGGAY. The MHC is DRB1_1302 with pseudo-sequence DRB1_1302. The binding affinity (normalized) is 0.592. (3) The peptide sequence is KKPVKLASIVKASFEEG. The MHC is DRB1_1301 with pseudo-sequence DRB1_1301. The binding affinity (normalized) is 0.686. (4) The peptide sequence is MASSSSVLLVVVLFA. The MHC is HLA-DPA10201-DPB10501 with pseudo-sequence HLA-DPA10201-DPB10501. The binding affinity (normalized) is 0.0501. (5) The peptide sequence is AVAANELGMLEKTKE. The MHC is HLA-DQA10501-DQB10302 with pseudo-sequence HLA-DQA10501-DQB10302. The binding affinity (normalized) is 0.195. (6) The peptide sequence is NRVWNSFQIEEFGTGE. The MHC is DRB1_0404 with pseudo-sequence DRB1_0404. The binding affinity (normalized) is 0.248.